The task is: Predict which catalyst facilitates the given reaction.. This data is from Catalyst prediction with 721,799 reactions and 888 catalyst types from USPTO. (1) Reactant: [NH:1]1[CH2:4][CH:3]([O:5][C:6]2[CH:18]=[CH:17][C:9]([CH2:10][N:11]3[CH2:16][CH2:15][O:14][CH2:13][CH2:12]3)=[C:8]([O:19][CH3:20])[CH:7]=2)[CH2:2]1.[C:21]1([C:27]2[O:31][C:30]([C:32](OCC)=[O:33])=[N:29][N:28]=2)[CH:26]=[CH:25][CH:24]=[CH:23][CH:22]=1. The catalyst class is: 14. Product: [CH3:20][O:19][C:8]1[CH:7]=[C:6]([O:5][CH:3]2[CH2:4][N:1]([C:32]([C:30]3[O:31][C:27]([C:21]4[CH:22]=[CH:23][CH:24]=[CH:25][CH:26]=4)=[N:28][N:29]=3)=[O:33])[CH2:2]2)[CH:18]=[CH:17][C:9]=1[CH2:10][N:11]1[CH2:12][CH2:13][O:14][CH2:15][CH2:16]1. (2) Reactant: [Cl:1][C:2]1[C:10]2[C:5](=[CH:6][CH:7]=[CH:8][CH:9]=2)[NH:4][C:3]=1[CH:11]=[O:12].C1(C)C(S([CH2:22][N+:23]#[C-:24])(=O)=O)=CC=CC=1.C(=O)([O-])[O-].[K+].[K+]. Product: [Cl:1][C:2]1[C:10]2[C:5](=[CH:6][CH:7]=[CH:8][CH:9]=2)[NH:4][C:3]=1[C:11]1[O:12][CH:24]=[N:23][CH:22]=1. The catalyst class is: 5.